Dataset: Forward reaction prediction with 1.9M reactions from USPTO patents (1976-2016). Task: Predict the product of the given reaction. (1) Given the reactants [CH2:1]([O:3][CH:4]([O:16][CH2:17][CH3:18])[C:5]1[CH:6]=[CH:7][C:8]([C:11]2[N:12]=[N:13][NH:14][CH:15]=2)=[N:9][CH:10]=1)[CH3:2].[C:19](=O)([O-])[O-].[K+].[K+].IC, predict the reaction product. The product is: [CH2:17]([O:16][CH:4]([O:3][CH2:1][CH3:2])[C:5]1[CH:6]=[CH:7][C:8]([C:11]2[CH:15]=[N:14][N:13]([CH3:19])[N:12]=2)=[N:9][CH:10]=1)[CH3:18]. (2) The product is: [Br:1][C:24]1([Br:2])[C:23]([CH3:33])([CH3:22])[CH2:31][C:30]2[NH:29][N:28]=[CH:27][C:26]=2[C:25]1=[O:32]. Given the reactants [Br-:1].[Br-:2].[Br-].[NH+]1C=CC=CC=1.[NH+]1C=CC=CC=1.[NH+]1C=CC=CC=1.[CH3:22][C:23]1([CH3:33])[CH2:31][C:30]2[NH:29][N:28]=[CH:27][C:26]=2[C:25](=[O:32])[CH2:24]1, predict the reaction product. (3) Given the reactants C[O:2][C:3](=[O:28])[C:4]1[CH:9]=[CH:8][CH:7]=[CH:6][C:5]=1[CH2:10][N:11]1[C:16]2[CH:17]=[CH:18][CH:19]=[C:20]([CH:21]([CH3:23])[CH3:22])[C:15]=2[O:14][CH:13]([CH:24]([CH3:26])[CH3:25])[C:12]1=[O:27].[OH-].[Na+], predict the reaction product. The product is: [CH:24]([CH:13]1[C:12](=[O:27])[N:11]([CH2:10][C:5]2[CH:6]=[CH:7][CH:8]=[CH:9][C:4]=2[C:3]([OH:28])=[O:2])[C:16]2[CH:17]=[CH:18][CH:19]=[C:20]([CH:21]([CH3:23])[CH3:22])[C:15]=2[O:14]1)([CH3:26])[CH3:25]. (4) The product is: [O:45]1[CH2:46][CH:43]([S:1][C:2]2[CH:7]=[CH:6][C:5]([CH:8]([CH2:17][CH:18]3[CH2:23][CH2:22][O:21][CH2:20][CH2:19]3)[C:9]([NH:11][C:12]3[S:13][CH:14]=[CH:15][N:16]=3)=[O:10])=[CH:4][CH:3]=2)[CH2:44]1. Given the reactants [SH:1][C:2]1[CH:7]=[CH:6][C:5]([CH:8]([CH2:17][CH:18]2[CH2:23][CH2:22][O:21][CH2:20][CH2:19]2)[C:9]([NH:11][C:12]2[S:13][CH:14]=[CH:15][N:16]=2)=[O:10])=[CH:4][CH:3]=1.C([O-])([O-])=O.[K+].[K+].[Na+].[I-].S(O[CH:43]1[CH2:46][O:45][CH2:44]1)(C1C=CC(C)=CC=1)(=O)=O, predict the reaction product.